Dataset: Full USPTO retrosynthesis dataset with 1.9M reactions from patents (1976-2016). Task: Predict the reactants needed to synthesize the given product. (1) The reactants are: [O:1]1[CH2:6][CH2:5][CH:4]([C:7]([O:9][CH3:10])=[O:8])[CH2:3][CH2:2]1.[Li+].[CH3:12]C([N-]C(C)C)C.IC. Given the product [CH3:12][C:4]1([C:7]([O:9][CH3:10])=[O:8])[CH2:5][CH2:6][O:1][CH2:2][CH2:3]1, predict the reactants needed to synthesize it. (2) Given the product [Br:30][C:31]1[CH:36]=[C:35]([OH:37])[CH:34]=[C:33]([Br:39])[C:32]=1[O:40][C:41]1[CH:42]=[CH:43][C:44]([N+:47]([O-:49])=[O:48])=[CH:45][CH:46]=1, predict the reactants needed to synthesize it. The reactants are: C[O-].[Na+].BrC1C=C(F)C=C(Br)C=1OC1C=CC([N+]([O-])=O)=CC=1.C(=O)=O.CC(C)=O.[Br:30][C:31]1[CH:36]=[C:35]([O:37]C)[CH:34]=[C:33]([Br:39])[C:32]=1[O:40][C:41]1[CH:46]=[CH:45][C:44]([N+:47]([O-:49])=[O:48])=[CH:43][CH:42]=1. (3) Given the product [Cl:25][C:26]1[N:27]=[C:28]([C:12]2[C:11]3[C:15](=[CH:16][CH:17]=[C:9]([C:3]4[C:2]([F:1])=[CH:7][CH:6]=[CH:5][C:4]=4[F:8])[CH:10]=3)[N:14]([CH:18]3[CH2:23][CH2:22][CH2:21][CH2:20][O:19]3)[N:13]=2)[CH:29]=[N:30][CH:31]=1, predict the reactants needed to synthesize it. The reactants are: [F:1][C:2]1[CH:7]=[CH:6][CH:5]=[C:4]([F:8])[C:3]=1[C:9]1[CH:10]=[C:11]2[C:15](=[CH:16][CH:17]=1)[N:14]([CH:18]1[CH2:23][CH2:22][CH2:21][CH2:20][O:19]1)[N:13]=[C:12]2I.[Cl:25][C:26]1[CH:31]=[N:30][CH:29]=[C:28]([Sn](CCCC)(CCCC)CCCC)[N:27]=1. (4) Given the product [NH2:2][CH2:3][CH2:4][C:5]1[C:13]2[C:8](=[CH:9][CH:10]=[CH:11][CH:12]=2)[NH:7][CH:6]=1, predict the reactants needed to synthesize it. The reactants are: Cl.[NH2:2][CH2:3][CH2:4][C:5]1[C:13]2[C:8](=[CH:9][CH:10]=[CH:11][CH:12]=2)[NH:7][CH:6]=1.N. (5) Given the product [CH2:1]([N:8]1[CH2:13][CH2:12][N:11]([C:22]2[CH:27]=[CH:26][C:25]([N+:28]([O-:30])=[O:29])=[CH:24][N:23]=2)[CH2:10][CH2:9]1)[C:2]1[CH:3]=[CH:4][CH:5]=[CH:6][CH:7]=1, predict the reactants needed to synthesize it. The reactants are: [CH2:1]([N:8]1[CH2:13][CH2:12][NH:11][CH2:10][CH2:9]1)[C:2]1[CH:7]=[CH:6][CH:5]=[CH:4][CH:3]=1.C(N(CC)CC)C.Cl[C:22]1[CH:27]=[CH:26][C:25]([N+:28]([O-:30])=[O:29])=[CH:24][N:23]=1. (6) Given the product [CH3:7][O:8][C:9]1[CH:17]=[CH:16][C:12]([CH2:13][OH:14])=[CH:11][C:10]=1[N+:18]([O-:20])=[O:19], predict the reactants needed to synthesize it. The reactants are: B.O1CCCC1.[CH3:7][O:8][C:9]1[CH:17]=[CH:16][C:12]([C:13](O)=[O:14])=[CH:11][C:10]=1[N+:18]([O-:20])=[O:19].Cl. (7) Given the product [CH2:24]([C:13]1([CH2:1][CH2:2][CH2:3][CH2:4][CH2:5][CH2:6][CH2:7][CH2:8][CH2:9][CH2:10][CH2:11][CH3:12])[C:14]2[CH:18]=[C:17]([Sn:45]([CH2:50][CH2:38][CH2:36][CH3:39])([CH2:46][CH2:47][CH2:48][CH3:49])[CH2:41][CH2:42][CH2:43][CH3:44])[S:16][C:15]=2[C:19]2[S:20][C:21]([Sn:45]([CH2:50][CH2:51][CH2:52][CH3:53])([CH2:46][CH2:47][CH2:48][CH3:49])[CH2:41][CH2:42][CH2:43][CH3:44])=[CH:22][C:23]1=2)[CH2:25][CH2:26][CH2:27][CH2:28][CH2:29][CH2:30][CH2:31][CH2:32][CH2:33][CH2:34][CH3:35], predict the reactants needed to synthesize it. The reactants are: [CH2:1]([C:13]1([CH2:24][CH2:25][CH2:26][CH2:27][CH2:28][CH2:29][CH2:30][CH2:31][CH2:32][CH2:33][CH2:34][CH3:35])[C:23]2[CH:22]=[CH:21][S:20][C:19]=2[C:15]2[S:16][CH:17]=[CH:18][C:14]1=2)[CH2:2][CH2:3][CH2:4][CH2:5][CH2:6][CH2:7][CH2:8][CH2:9][CH2:10][CH2:11][CH3:12].[C:36]([Li])([CH3:39])([CH3:38])C.[CH2:41]([Sn:45](Cl)([CH2:50][CH2:51][CH2:52][CH3:53])[CH2:46][CH2:47][CH2:48][CH3:49])[CH2:42][CH2:43][CH3:44].O. (8) The reactants are: [NH:1]1[C:5]2[CH:6]=[CH:7][CH:8]=[C:9]([CH:10]=O)[C:4]=2[N:3]=[N:2]1.[CH3:12][C:13]1[CH:18]=[C:17]([CH3:19])[CH:16]=[C:15]([CH3:20])[C:14]=1[CH:21]1[CH2:26][C:25](=O)[CH2:24][C:23](=[O:28])[CH2:22]1.C([O-])(=O)C.[NH4+].[CH2:34]([O:36][C:37](=[O:47])[CH2:38][C:39](=O)[CH2:40][O:41][C:42]([CH3:45])([CH3:44])[CH3:43])[CH3:35].F[B-](F)(F)F.C([N+:57]1C=CN(C)C=1)CCC. Given the product [CH2:34]([O:36][C:37]([C:38]1[CH:10]([C:9]2[C:4]3[N:3]=[N:2][NH:1][C:5]=3[CH:6]=[CH:7][CH:8]=2)[C:24]2[C:23](=[O:28])[CH2:22][CH:21]([C:14]3[C:15]([CH3:20])=[CH:16][C:17]([CH3:19])=[CH:18][C:13]=3[CH3:12])[CH2:26][C:25]=2[NH:57][C:39]=1[CH2:40][O:41][C:42]([CH3:45])([CH3:44])[CH3:43])=[O:47])[CH3:35], predict the reactants needed to synthesize it.